From a dataset of Full USPTO retrosynthesis dataset with 1.9M reactions from patents (1976-2016). Predict the reactants needed to synthesize the given product. (1) The reactants are: [CH2:1]([O:3][C:4](=[O:17])[CH2:5][O:6][C:7]1[CH:12]=[CH:11][C:10]([SH:13])=[CH:9][C:8]=1[CH2:14][CH2:15][CH3:16])[CH3:2].[CH3:18][C:19]1[CH:24]=[CH:23][CH:22]=[CH:21][C:20]=1[O:25][CH2:26][C:27]1[CH:32]=[CH:31][C:30]([C:33]([F:36])([F:35])[F:34])=[CH:29][CH:28]=1.FC(F)(F)C(OI(C1C=CC=CC=1)OC(=O)C(F)(F)F)=O. Given the product [CH2:1]([O:3][C:4](=[O:17])[CH2:5][O:6][C:7]1[CH:12]=[CH:11][C:10]([S:13][C:23]2[CH:22]=[CH:21][C:20]([O:25][CH2:26][C:27]3[CH:32]=[CH:31][C:30]([C:33]([F:34])([F:36])[F:35])=[CH:29][CH:28]=3)=[C:19]([CH3:18])[CH:24]=2)=[CH:9][C:8]=1[CH2:14][CH2:15][CH3:16])[CH3:2], predict the reactants needed to synthesize it. (2) Given the product [C:23]([NH:27][C:28]1[N:29]=[C:30]([N:37]2[CH2:41][CH2:40][C:39]([F:42])([F:43])[CH2:38]2)[C:31]2[C:32](=[N:34][N:35]([CH2:8][C:9]3[N:10]([CH3:5])[N:13]=[N:12][N:11]=3)[N:36]=2)[N:33]=1)([CH3:26])([CH3:24])[CH3:25], predict the reactants needed to synthesize it. The reactants are: C([C:5]1N=C(N2CCC(F)(F)C2)[C:8]2[C:9](=[N:11][N:12](CC)[N:13]=2)[N:10]=1)(C)(C)C.[C:23]([NH:27][C:28]1[N:29]=[C:30]([N:37]2[CH2:41][CH2:40][C:39]([F:43])([F:42])[CH2:38]2)[C:31]2[N:36]=[N:35][NH:34][C:32]=2[N:33]=1)([CH3:26])([CH3:25])[CH3:24].ClCC1N(C)N=NN=1. (3) Given the product [NH2:18][C:17]1[CH:16]=[C:15]([F:21])[C:14]([NH:22][C@H:23]([C:26]2[CH:31]=[CH:30][C:29]([F:32])=[CH:28][CH:27]=2)[CH2:24][OH:25])=[C:13]([F:33])[C:12]=1[NH:11][C:8]1[CH:7]=[C:6]([CH:3]2[CH2:5][CH2:4]2)[NH:10][N:9]=1, predict the reactants needed to synthesize it. The reactants are: [Cl-].[NH4+].[CH:3]1([C:6]2[NH:10][N:9]=[C:8]([NH:11][C:12]3[C:13]([F:33])=[C:14]([NH:22][C@H:23]([C:26]4[CH:31]=[CH:30][C:29]([F:32])=[CH:28][CH:27]=4)[CH2:24][OH:25])[C:15]([F:21])=[CH:16][C:17]=3[N+:18]([O-])=O)[CH:7]=2)[CH2:5][CH2:4]1.C([O-])(=O)C.[NH4+]. (4) Given the product [CH2:11]1[C:3]2[C:4](=[CH:5][CH:6]=[CH:7][CH:2]=2)[CH2:8][CH2:9][NH:10]1, predict the reactants needed to synthesize it. The reactants are: Br[C:2]1[CH:3]=[C:4]([CH2:8][CH2:9][NH:10][C:11](=O)C(F)(F)F)[CH:5]=[CH:6][CH:7]=1.C=O.S(=O)(=O)(O)O. (5) The reactants are: [NH2:1][C:2]1[C:11]2[CH:10]=[CH:9][CH:8]=[C:7](Br)[C:6]=2[N:5]=[C:4]2[CH2:13][N:14]([CH:17]3[CH2:20][CH2:19][CH2:18]3)[C:15](=[O:16])[C:3]=12.[F:21][C:22]1[CH:27]=[C:26]([O:28][CH3:29])[CH:25]=[C:24]([F:30])[C:23]=1B(O)O. Given the product [NH2:1][C:2]1[C:11]2[CH:10]=[CH:9][CH:8]=[C:7]([C:23]3[C:22]([F:21])=[CH:27][C:26]([O:28][CH3:29])=[CH:25][C:24]=3[F:30])[C:6]=2[N:5]=[C:4]2[CH2:13][N:14]([CH:17]3[CH2:20][CH2:19][CH2:18]3)[C:15](=[O:16])[C:3]=12, predict the reactants needed to synthesize it. (6) Given the product [CH2:31]([N:14]([CH2:12][CH3:13])[CH2:15][CH2:16][NH:17][C:18]([C:20]1[NH:21][C:22]([CH:29]=[C:5]2[C:4]3[C:8](=[CH:9][CH:10]=[C:2]([Br:1])[CH:3]=3)[NH:7][C:6]2=[O:11])=[C:23]2[C:28]=1[CH2:27][CH2:26][CH2:25][CH2:24]2)=[O:19])[CH3:32], predict the reactants needed to synthesize it. The reactants are: [Br:1][C:2]1[CH:3]=[C:4]2[C:8](=[CH:9][CH:10]=1)[NH:7][C:6](=[O:11])[CH2:5]2.[CH2:12]([N:14]([CH2:31][CH3:32])[CH2:15][CH2:16][NH:17][C:18]([C:20]1[NH:21][C:22]([CH:29]=O)=[C:23]2[C:28]=1[CH2:27][CH2:26][CH2:25][CH2:24]2)=[O:19])[CH3:13]. (7) Given the product [C:20]([O:19][C:18]([NH:17][CH2:16][CH2:15][NH:1][C:2]1[C:3]([CH3:13])=[C:4]([CH:9]=[C:10]([Cl:12])[CH:11]=1)[C:5]([O:7][CH3:8])=[O:6])=[O:24])([CH3:23])([CH3:22])[CH3:21], predict the reactants needed to synthesize it. The reactants are: [NH2:1][C:2]1[C:3]([CH3:13])=[C:4]([CH:9]=[C:10]([Cl:12])[CH:11]=1)[C:5]([O:7][CH3:8])=[O:6].O=[CH:15][CH2:16][NH:17][C:18](=[O:24])[O:19][C:20]([CH3:23])([CH3:22])[CH3:21].C(O)(=O)C.C([BH3-])#N.[Na+].